Dataset: Catalyst prediction with 721,799 reactions and 888 catalyst types from USPTO. Task: Predict which catalyst facilitates the given reaction. (1) Reactant: [N:1]#[N:2].[N:3]1[CH:8]=[CH:7][CH:6]=[C:5]([CH:9]=[C:10]2[C:18]3[C:13](=[CH:14][CH:15]=[CH:16][CH:17]=3)[C:12](=O)[O:11]2)[CH:4]=1.S(O)(O)(=O)=O.NN.[OH-].[Na+]. Product: [N:3]1[CH:8]=[CH:7][CH:6]=[C:5]([CH2:9][C:10]2[C:18]3[C:13](=[CH:14][CH:15]=[CH:16][CH:17]=3)[C:12](=[O:11])[NH:2][N:1]=2)[CH:4]=1. The catalyst class is: 40. (2) Reactant: [C@H:1]1([CH2:11][OH:12])[C@@H:10]2[N:5]([CH2:6][CH2:7][CH2:8][CH2:9]2)[CH2:4][CH2:3][CH2:2]1.[H-].[Na+].F[C:16]1[CH:21]=[CH:20][C:19]([N+:22]([O-:24])=[O:23])=[CH:18][CH:17]=1.O. Product: [N+:22]([C:19]1[CH:20]=[CH:21][C:16]([O:12][CH2:11][C@H:1]2[C@@H:10]3[N:5]([CH2:6][CH2:7][CH2:8][CH2:9]3)[CH2:4][CH2:3][CH2:2]2)=[CH:17][CH:18]=1)([O-:24])=[O:23]. The catalyst class is: 3. (3) Reactant: [CH3:1][O:2][C:3]([C@@H:5]([N:13]1[CH2:21][C:17]2[CH:18]=[CH:19][S:20][C:16]=2[CH2:15][CH2:14]1)[C:6]1[CH:7]=[CH:8][CH:9]=[CH:10][C:11]=1[Cl:12])=[O:4].[S:22](=[O:26])(=[O:25])([OH:24])[OH:23]. Product: [CH3:1][O:2][C:3]([C@@H:5]([N:13]1[CH2:21][C:17]2[CH:18]=[CH:19][S:20][C:16]=2[CH2:15][CH2:14]1)[C:6]1[C:11]([Cl:12])=[CH:10][CH:9]=[CH:8][CH:7]=1)=[O:4].[OH:25][S:22]([OH:26])(=[O:24])=[O:23]. The catalyst class is: 4.